This data is from Retrosynthesis with 50K atom-mapped reactions and 10 reaction types from USPTO. The task is: Predict the reactants needed to synthesize the given product. (1) Given the product O=C(NCCCCN1Cc2cccc3ncc(n23)C1)C(F)(F)C(F)(F)F, predict the reactants needed to synthesize it. The reactants are: C=O.O=C(NCCCCNCc1cccc2nccn12)C(F)(F)C(F)(F)F. (2) The reactants are: COc1ncc(Cc2nnc(Nc3ccc(C(C)(C)C)cc3)c3ccccc23)cc1-c1ccco1. Given the product CC(C)(C)c1ccc(Nc2nnc(Cc3cnc(O)c(-c4ccco4)c3)c3ccccc23)cc1, predict the reactants needed to synthesize it.